Dataset: Full USPTO retrosynthesis dataset with 1.9M reactions from patents (1976-2016). Task: Predict the reactants needed to synthesize the given product. (1) The reactants are: [Cl:1][C:2]1[CH:18]=[CH:17][C:16]([C:19]2[CH2:20][CH2:21][N:22]([C@H:25]3[CH2:30][CH2:29][CH2:28][NH:27][CH2:26]3)[CH2:23][CH:24]=2)=[CH:15][C:3]=1[NH:4][C@@H:5]([C:7]1[CH:12]=[CH:11][C:10]([Cl:13])=[CH:9][C:8]=1[Cl:14])[CH3:6].[C:31](=[O:34])([O-])[O-:32].[K+].[K+].[CH3:37]N1CCCC1=O. Given the product [Cl:1][C:2]1[CH:18]=[CH:17][C:16]([C:19]2[CH2:20][CH2:21][N:22]([C@H:25]3[CH2:30][CH2:29][CH2:28][N:27]([CH2:37][C:31]([OH:32])=[O:34])[CH2:26]3)[CH2:23][CH:24]=2)=[CH:15][C:3]=1[NH:4][C@@H:5]([C:7]1[CH:12]=[CH:11][C:10]([Cl:13])=[CH:9][C:8]=1[Cl:14])[CH3:6], predict the reactants needed to synthesize it. (2) Given the product [ClH:1].[NH2:32][CH2:31][C:30]1[CH:39]=[CH:40][C:41]([F:42])=[C:28]([CH:25]2[CH2:26][CH2:27][N:22]([C:20]([C:4]3[C:3]4[C:7](=[C:8]([O:11][C:12]([F:14])([F:15])[F:13])[CH:9]=[CH:10][C:2]=4[Cl:1])[N:6]([CH2:16][CH2:17][O:18][CH3:19])[CH:5]=3)=[O:21])[CH2:23][CH2:24]2)[CH:29]=1, predict the reactants needed to synthesize it. The reactants are: [Cl:1][C:2]1[CH:10]=[CH:9][C:8]([O:11][C:12]([F:15])([F:14])[F:13])=[C:7]2[C:3]=1[C:4]([C:20]([N:22]1[CH2:27][CH2:26][CH:25]([C:28]3[CH:29]=[C:30]([CH:39]=[CH:40][C:41]=3[F:42])[CH2:31][NH:32]C(=O)C(F)(F)F)[CH2:24][CH2:23]1)=[O:21])=[CH:5][N:6]2[CH2:16][CH2:17][O:18][CH3:19].C([O-])([O-])=O.[K+].[K+]. (3) Given the product [Br:32][CH2:15][C:11]1[CH:10]=[C:9]([NH:8][C:5]2[N:4]=[C:3]([NH:17][C@@H:18]([C:20]3[CH:21]=[C:22]([OH:26])[CH:23]=[CH:24][CH:25]=3)[CH3:19])[C:2]([Cl:1])=[CH:7][N:6]=2)[CH:14]=[CH:13][CH:12]=1, predict the reactants needed to synthesize it. The reactants are: [Cl:1][C:2]1[C:3]([NH:17][C@@H:18]([C:20]2[CH:25]=[CH:24][CH:23]=[C:22]([O:26]C)[CH:21]=2)[CH3:19])=[N:4][C:5]([NH:8][C:9]2[CH:10]=[C:11]([CH2:15]O)[CH:12]=[CH:13][CH:14]=2)=[N:6][CH:7]=1.C(Cl)Cl.B(Br)(Br)[Br:32].C([O-])(O)=O.[Na+].